Task: Predict the reactants needed to synthesize the given product.. Dataset: Full USPTO retrosynthesis dataset with 1.9M reactions from patents (1976-2016) (1) Given the product [C:6]([C:10]1[C:11]([O:22][CH3:23])=[C:12]([C:13]([O:20][CH3:21])=[C:14]([C:16]([CH3:17])([CH3:19])[CH3:18])[CH:15]=1)[C:24]([OH:26])=[O:25])([CH3:7])([CH3:8])[CH3:9], predict the reactants needed to synthesize it. The reactants are: C([Li])CCC.[C:6]([C:10]1[CH:15]=[C:14]([C:16]([CH3:19])([CH3:18])[CH3:17])[C:13]([O:20][CH3:21])=[CH:12][C:11]=1[O:22][CH3:23])([CH3:9])([CH3:8])[CH3:7].[C:24](=[O:26])=[O:25].Cl. (2) Given the product [CH3:13][O:14][C:15]1[CH:23]=[CH:22][CH:21]=[C:20]2[C:16]=1[CH2:17][C:18]([CH3:1])([C:24]([O:26][CH2:27][CH3:28])=[O:25])[CH2:19]2, predict the reactants needed to synthesize it. The reactants are: [CH2:1]([Li])CCC.C(NC(C)C)(C)C.[CH3:13][O:14][C:15]1[CH:23]=[CH:22][CH:21]=[C:20]2[C:16]=1[CH2:17][CH:18]([C:24]([O:26][CH2:27][CH3:28])=[O:25])[CH2:19]2.IC.[Cl-].[NH4+]. (3) Given the product [C:1]([O:5][C:6](=[O:36])[NH:7][CH2:8][C:9]1[CH:14]=[CH:13][C:12]([C:15]2[C:16]3[CH:23]=[C:22]([C:41]4[CH:40]=[N:39][N:38]([CH3:37])[CH:42]=4)[NH:21][C:17]=3[N:18]=[CH:19][N:20]=2)=[CH:11][C:10]=1[F:35])([CH3:2])([CH3:3])[CH3:4], predict the reactants needed to synthesize it. The reactants are: [C:1]([O:5][C:6](=[O:36])[NH:7][CH2:8][C:9]1[CH:14]=[CH:13][C:12]([C:15]2[C:16]3[CH:23]=[C:22](Br)[N:21](S(C4C=CC(C)=CC=4)(=O)=O)[C:17]=3[N:18]=[CH:19][N:20]=2)=[CH:11][C:10]=1[F:35])([CH3:4])([CH3:3])[CH3:2].[CH3:37][N:38]1[CH:42]=[C:41](B2OC(C)(C)C(C)(C)O2)[CH:40]=[N:39]1.C(=O)([O-])[O-].[K+].[K+].COCCOC. (4) Given the product [CH:34]1([C:37]([NH:1][C:2]2[CH:7]=[C:6]([O:8][C:9]3[CH:10]=[CH:11][C:12]([NH:15][C:16]([C:18]4[C:19](=[O:33])[N:20]([C:27]5[CH:28]=[CH:29][CH:30]=[CH:31][CH:32]=5)[N:21]5[CH2:26][CH2:25][CH2:24][CH2:23][C:22]=45)=[O:17])=[N:13][CH:14]=3)[CH:5]=[CH:4][N:3]=2)=[O:38])[CH2:36][CH2:35]1, predict the reactants needed to synthesize it. The reactants are: [NH2:1][C:2]1[CH:7]=[C:6]([O:8][C:9]2[CH:10]=[CH:11][C:12]([NH:15][C:16]([C:18]3[C:19](=[O:33])[N:20]([C:27]4[CH:32]=[CH:31][CH:30]=[CH:29][CH:28]=4)[N:21]4[CH2:26][CH2:25][CH2:24][CH2:23][C:22]=34)=[O:17])=[N:13][CH:14]=2)[CH:5]=[CH:4][N:3]=1.[CH:34]1([C:37](Cl)=[O:38])[CH2:36][CH2:35]1. (5) The reactants are: [C:1]([C:3]1[C:4]([N:17]2[CH2:22][CH2:21][CH:20]([C:23]([OH:25])=O)[CH2:19][CH2:18]2)=[N:5][C:6]([CH:14]([F:16])[F:15])=[C:7]([C:9]([O:11][CH2:12][CH3:13])=[O:10])[CH:8]=1)#[N:2].[F:26][C:27]1[CH:32]=[CH:31][CH:30]=[C:29]([F:33])[C:28]=1[CH2:34][S:35]([NH2:38])(=[O:37])=[O:36]. Given the product [C:1]([C:3]1[C:4]([N:17]2[CH2:18][CH2:19][CH:20]([C:23](=[O:25])[NH:38][S:35]([CH2:34][C:28]3[C:29]([F:33])=[CH:30][CH:31]=[CH:32][C:27]=3[F:26])(=[O:36])=[O:37])[CH2:21][CH2:22]2)=[N:5][C:6]([CH:14]([F:15])[F:16])=[C:7]([CH:8]=1)[C:9]([O:11][CH2:12][CH3:13])=[O:10])#[N:2], predict the reactants needed to synthesize it. (6) The reactants are: [NH:1]([C:8]1[N:9]([C:21]2[CH:26]=[CH:25][CH:24]=[CH:23][CH:22]=2)[C:10]2[C:15]([C:16](=[O:18])[CH:17]=1)=[C:14]([CH3:19])[CH:13]=[C:12](Cl)[N:11]=2)[C:2]1[CH:7]=[CH:6][CH:5]=[CH:4][CH:3]=1.[CH2:27]([Mg]Cl)[C:28]1[CH:33]=[CH:32][CH:31]=[CH:30][CH:29]=1. Given the product [NH:1]([C:8]1[N:9]([C:21]2[CH:26]=[CH:25][CH:24]=[CH:23][CH:22]=2)[C:10]2[C:15]([C:16](=[O:18])[CH:17]=1)=[C:14]([CH3:19])[CH:13]=[C:12]([CH2:27][C:28]1[CH:33]=[CH:32][CH:31]=[CH:30][CH:29]=1)[N:11]=2)[C:2]1[CH:7]=[CH:6][CH:5]=[CH:4][CH:3]=1, predict the reactants needed to synthesize it. (7) Given the product [NH2:3][C:4]1[C:12]2[C:7](=[CH:8][CH:9]=[CH:10][C:11]=2[F:13])[C:6]([C:21]2[CH:22]=[C:23]([CH2:28][CH3:29])[C:24](=[O:27])[N:25]([CH2:31][CH3:32])[CH:26]=2)([C:14]2[CH:19]=[CH:18][N:17]=[C:16]([Br:20])[CH:15]=2)[N:5]=1, predict the reactants needed to synthesize it. The reactants are: [H-].[Na+].[NH2:3][C:4]1[C:12]2[C:7](=[CH:8][CH:9]=[CH:10][C:11]=2[F:13])[C:6]([C:21]2[CH:22]=[C:23]([CH2:28][CH3:29])[C:24](=[O:27])[NH:25][CH:26]=2)([C:14]2[CH:19]=[CH:18][N:17]=[C:16]([Br:20])[CH:15]=2)[N:5]=1.I[CH2:31][CH3:32].